The task is: Regression. Given two drug SMILES strings and cell line genomic features, predict the synergy score measuring deviation from expected non-interaction effect.. This data is from NCI-60 drug combinations with 297,098 pairs across 59 cell lines. (1) Synergy scores: CSS=-3.99, Synergy_ZIP=3.47, Synergy_Bliss=3.10, Synergy_Loewe=-0.0825, Synergy_HSA=-2.02. Drug 1: CC1=CC2C(CCC3(C2CCC3(C(=O)C)OC(=O)C)C)C4(C1=CC(=O)CC4)C. Cell line: M14. Drug 2: CC1=C(C=C(C=C1)NC(=O)C2=CC=C(C=C2)CN3CCN(CC3)C)NC4=NC=CC(=N4)C5=CN=CC=C5. (2) Drug 1: CC12CCC3C(C1CCC2=O)CC(=C)C4=CC(=O)C=CC34C. Drug 2: CCN(CC)CCCC(C)NC1=C2C=C(C=CC2=NC3=C1C=CC(=C3)Cl)OC. Cell line: U251. Synergy scores: CSS=41.0, Synergy_ZIP=-2.08, Synergy_Bliss=-1.76, Synergy_Loewe=-5.40, Synergy_HSA=-1.28. (3) Drug 1: C1=C(C(=O)NC(=O)N1)N(CCCl)CCCl. Drug 2: CCN(CC)CCCC(C)NC1=C2C=C(C=CC2=NC3=C1C=CC(=C3)Cl)OC. Cell line: NCI-H460. Synergy scores: CSS=51.1, Synergy_ZIP=13.8, Synergy_Bliss=12.7, Synergy_Loewe=8.03, Synergy_HSA=14.1. (4) Drug 1: COC1=C(C=C2C(=C1)N=CN=C2NC3=CC(=C(C=C3)F)Cl)OCCCN4CCOCC4. Drug 2: C1CC(C1)(C(=O)O)C(=O)O.[NH2-].[NH2-].[Pt+2]. Cell line: NCI/ADR-RES. Synergy scores: CSS=31.1, Synergy_ZIP=-3.65, Synergy_Bliss=1.39, Synergy_Loewe=-3.48, Synergy_HSA=4.92. (5) Synergy scores: CSS=43.8, Synergy_ZIP=0.0778, Synergy_Bliss=-3.11, Synergy_Loewe=-0.855, Synergy_HSA=0.107. Cell line: SN12C. Drug 2: CC1C(C(CC(O1)OC2CC(CC3=C2C(=C4C(=C3O)C(=O)C5=C(C4=O)C(=CC=C5)OC)O)(C(=O)CO)O)N)O.Cl. Drug 1: C1=NC2=C(N1)C(=S)N=CN2. (6) Drug 1: CCCS(=O)(=O)NC1=C(C(=C(C=C1)F)C(=O)C2=CNC3=C2C=C(C=N3)C4=CC=C(C=C4)Cl)F. Drug 2: CC=C1C(=O)NC(C(=O)OC2CC(=O)NC(C(=O)NC(CSSCCC=C2)C(=O)N1)C(C)C)C(C)C. Cell line: COLO 205. Synergy scores: CSS=71.2, Synergy_ZIP=3.02, Synergy_Bliss=4.79, Synergy_Loewe=-22.9, Synergy_HSA=4.42. (7) Drug 1: C1=CC(=C2C(=C1NCCNCCO)C(=O)C3=C(C=CC(=C3C2=O)O)O)NCCNCCO. Drug 2: C1=CC(=CC=C1C#N)C(C2=CC=C(C=C2)C#N)N3C=NC=N3. Cell line: CCRF-CEM. Synergy scores: CSS=52.0, Synergy_ZIP=-0.307, Synergy_Bliss=-1.95, Synergy_Loewe=-34.1, Synergy_HSA=-1.70.